From a dataset of Forward reaction prediction with 1.9M reactions from USPTO patents (1976-2016). Predict the product of the given reaction. Given the reactants [C:1]([O:5][C:6](=[O:23])[C:7]1[CH:12]=[CH:11][C:10]([S:13][C:14]2[CH:19]=[CH:18][C:17]([CH:20]=[O:21])=[C:16](C)[N:15]=2)=[CH:9][CH:8]=1)([CH3:4])([CH3:3])[CH3:2].BrC1N=CC(C=O)=CC=1, predict the reaction product. The product is: [C:1]([O:5][C:6](=[O:23])[C:7]1[CH:8]=[CH:9][C:10]([S:13][C:14]2[CH:19]=[CH:18][C:17]([CH:20]=[O:21])=[CH:16][N:15]=2)=[CH:11][CH:12]=1)([CH3:4])([CH3:2])[CH3:3].